This data is from HIV replication inhibition screening data with 41,000+ compounds from the AIDS Antiviral Screen. The task is: Binary Classification. Given a drug SMILES string, predict its activity (active/inactive) in a high-throughput screening assay against a specified biological target. The result is 0 (inactive). The drug is CCN(CC)P1CCP(c2ccccc2)CC1.